From a dataset of Forward reaction prediction with 1.9M reactions from USPTO patents (1976-2016). Predict the product of the given reaction. Given the reactants [C:1]([C:4]1[C:9]2[NH:10][C:11]3[C:16]([C:8]=2[C:7]([C:22]2[C:23]([CH3:40])=[C:24]([NH:28][CH2:29][C:30]4[CH:38]=[CH:37][C:36]([F:39])=[CH:35][C:31]=4[C:32]([OH:34])=O)[CH:25]=[CH:26][CH:27]=2)=[CH:6][N:5]=1)=[CH:15][CH:14]=[C:13]([O:17][CH2:18][CH2:19][O:20][CH3:21])[CH:12]=3)(=[O:3])[NH2:2].C(O)(C(F)(F)F)=O.C(NC(C)C)(C)C.F[P-](F)(F)(F)(F)F.N1(O[P+](N(C)C)(N(C)C)N(C)C)C2C=CC=CC=2N=N1.CN1CCOCC1, predict the reaction product. The product is: [F:39][C:36]1[CH:35]=[C:31]2[C:30]([CH2:29][N:28]([C:24]3[C:23]([CH3:40])=[C:22]([C:7]4[C:8]5[C:16]6[C:11](=[CH:12][C:13]([O:17][CH2:18][CH2:19][O:20][CH3:21])=[CH:14][CH:15]=6)[NH:10][C:9]=5[C:4]([C:1]([NH2:2])=[O:3])=[N:5][CH:6]=4)[CH:27]=[CH:26][CH:25]=3)[C:32]2=[O:34])=[CH:38][CH:37]=1.